This data is from Forward reaction prediction with 1.9M reactions from USPTO patents (1976-2016). The task is: Predict the product of the given reaction. (1) Given the reactants [CH3:1][O:2][C:3]([NH:5][C:6]1[CH:11]=[CH:10][C:9]([S:12][C:13]2[CH:22]=[CH:21][C:16]([C:17]([O:19][CH3:20])=[O:18])=[CH:15][C:14]=2[N+:23]([O-])=O)=[CH:8][CH:7]=1)=[O:4].COC(=O)C1C=CC(SC2C=CC(NC(OC(C)(C)C)=O)=CC=2)=C([N+]([O-])=O)C=1, predict the reaction product. The product is: [NH2:23][C:14]1[CH:15]=[C:16]([CH:21]=[CH:22][C:13]=1[S:12][C:9]1[CH:10]=[CH:11][C:6]([NH:5][C:3]([O:2][CH3:1])=[O:4])=[CH:7][CH:8]=1)[C:17]([O:19][CH3:20])=[O:18]. (2) Given the reactants [CH3:1][N:2]1[C:6]2[CH:7]=[CH:8][CH:9]=[C:10]([NH:11][C:12]([C:14]3[C:18]4[N:19]=[C:20](Cl)[N:21]=[CH:22][C:17]=4[S:16][CH:15]=3)=[O:13])[C:5]=2[N:4]=[CH:3]1.[C@@H:24]1([NH2:31])[CH2:29][CH2:28][CH2:27][CH2:26][C@@H:25]1[NH2:30].O.ClCCl, predict the reaction product. The product is: [CH3:1][N:2]1[C:6]2[CH:7]=[CH:8][CH:9]=[C:10]([NH:11][C:12]([C:14]3[C:18]4[N:19]=[C:20]([NH:30][C@@H:25]5[CH2:26][CH2:27][CH2:28][CH2:29][C@@H:24]5[NH2:31])[N:21]=[CH:22][C:17]=4[S:16][CH:15]=3)=[O:13])[C:5]=2[N:4]=[CH:3]1.